The task is: Binary Classification. Given a drug SMILES string, predict its activity (active/inactive) in a high-throughput screening assay against a specified biological target.. This data is from Choline transporter screen with 302,306 compounds. (1) The compound is s1cc(cc1)/C=N\NC(=O)COc1ccc(OC)cc1. The result is 0 (inactive). (2) The molecule is Fc1ccc(c2nn(cc2CNCc2ccccc2)c2ccccc2)cc1. The result is 0 (inactive). (3) The compound is O(c1ccc(C(=O)Nc2cc3nc(c(nc3cc2)C)C)cc1)C. The result is 0 (inactive). (4) The drug is o1c(c(cc1C)C(=O)NNC(=O)c1nn(c(=O)c2c1cccc2)C)C. The result is 0 (inactive). (5) The drug is s1cc(C2C(CCCO)C(OC(=C2)C(=O)Nc2ccccc2)OCC)c2c1cccc2. The result is 0 (inactive).